From a dataset of Reaction yield outcomes from USPTO patents with 853,638 reactions. Predict the reaction yield, written as a fraction of the theoretical maximum amount of product (1.0 means a 100% yield; for example, 0.34 means a 34% yield). (1) The reactants are [F:1][C:2]1[CH:36]=[C:35]([NH:37][C:38]([C:40]2([C:43](=[O:52])[NH:44]C3C=CC(F)=CC=3)[CH2:42][CH2:41]2)=[O:39])[CH:34]=[CH:33][C:3]=1[O:4][C:5]1[CH:10]=[CH:9][N:8]=[C:7]2[CH:11]=[C:12]([C:14]3[N:19]=[CH:18][C:17]([CH2:20][N:21]([CH2:29][CH2:30][O:31][CH3:32])C(=O)OC(C)(C)C)=[CH:16][CH:15]=3)[S:13][C:6]=12.[C:53](O)([C:55]([F:58])(F)F)=O. The catalyst is ClCCl. The product is [F:1][C:2]1[CH:36]=[C:35]([N:37]([C:2]2[CH:36]=[CH:53][C:55]([F:58])=[CH:33][CH:3]=2)[C:38]([C:40]2([C:43]([NH2:44])=[O:52])[CH2:41][CH2:42]2)=[O:39])[CH:34]=[CH:33][C:3]=1[O:4][C:5]1[CH:10]=[CH:9][N:8]=[C:7]2[CH:11]=[C:12]([C:14]3[CH:15]=[CH:16][C:17]([CH2:20][NH:21][CH2:29][CH2:30][O:31][CH3:32])=[CH:18][N:19]=3)[S:13][C:6]=12. The yield is 0.690. (2) The reactants are [Br:1][C:2]1[C:3]([C:11]2[CH:16]=[CH:15][C:14]([F:17])=[CH:13][CH:12]=2)=[N:4][NH:5][C:6]=1[C:7]([F:10])([F:9])[F:8].C([O-])([O-])=O.[K+].[K+].Br[CH2:25][CH2:26][C:27]#N.O. The catalyst is CN(C=O)C. The product is [Br:1][C:2]1[C:3]([C:11]2[CH:16]=[CH:15][C:14]([F:17])=[CH:13][CH:12]=2)=[N:4][N:5]([CH:26]([CH3:27])[CH3:25])[C:6]=1[C:7]([F:8])([F:9])[F:10]. The yield is 0.320. (3) The reactants are [CH3:1][O:2][C:3](=[O:13])[C:4]1[CH:9]=[CH:8][C:7]([C:10](=[O:12])[CH3:11])=[CH:6][CH:5]=1.[Br:14]Br. The catalyst is C(O)(=O)C. The product is [CH3:1][O:2][C:3](=[O:13])[C:4]1[CH:9]=[CH:8][C:7]([C:10](=[O:12])[CH2:11][Br:14])=[CH:6][CH:5]=1. The yield is 0.550. (4) The yield is 0.880. The catalyst is O. The reactants are [CH:1]1([C:7]2[CH:15]=[C:14]([CH:16]3[CH2:21][CH2:20][CH2:19][CH2:18][CH2:17]3)[CH:13]=[C:12]([CH:22]3[CH2:27][CH2:26][CH2:25][CH2:24][CH2:23]3)[C:8]=2[C:9]([O-:11])=[O:10])[CH2:6][CH2:5][CH2:4][CH2:3][CH2:2]1.[Na+].COS([O-])(=O)=O.[C:35]1([S+:41]2[C:54]3[CH:53]=[CH:52][CH:51]=[CH:50][C:49]=3[O:48][C:47]3[C:42]2=[CH:43][CH:44]=[CH:45][CH:46]=3)[CH:40]=[CH:39][CH:38]=[CH:37][CH:36]=1.C(C(C)=O)(C)C.C(O)CCCC. The product is [CH:22]1([C:12]2[CH:13]=[C:14]([CH:16]3[CH2:17][CH2:18][CH2:19][CH2:20][CH2:21]3)[CH:15]=[C:7]([CH:1]3[CH2:6][CH2:5][CH2:4][CH2:3][CH2:2]3)[C:8]=2[C:9]([O-:11])=[O:10])[CH2:27][CH2:26][CH2:25][CH2:24][CH2:23]1.[C:35]1([S+:41]2[C:42]3[CH:43]=[CH:44][CH:45]=[CH:46][C:47]=3[O:48][C:49]3[C:54]2=[CH:53][CH:52]=[CH:51][CH:50]=3)[CH:36]=[CH:37][CH:38]=[CH:39][CH:40]=1. (5) The reactants are [C:1]([O:5][C:6](=[O:34])[NH:7][C:8]1[CH:13]=[CH:12][C:11]([O:14][C:15]2[CH:20]=[CH:19][C:18]([C:21](=[O:30])[NH:22][C:23]3[CH:28]=[CH:27][C:26]([Br:29])=[CH:25][CH:24]=3)=[CH:17][C:16]=2[N+:31]([O-])=O)=[CH:10][CH:9]=1)([CH3:4])([CH3:3])[CH3:2].[Cl-].[NH4+].O. The catalyst is C(O)C.O1CCCC1.C(OCC)(=O)C.[Fe]. The product is [C:1]([O:5][C:6](=[O:34])[NH:7][C:8]1[CH:9]=[CH:10][C:11]([O:14][C:15]2[CH:20]=[CH:19][C:18]([C:21](=[O:30])[NH:22][C:23]3[CH:24]=[CH:25][C:26]([Br:29])=[CH:27][CH:28]=3)=[CH:17][C:16]=2[NH2:31])=[CH:12][CH:13]=1)([CH3:4])([CH3:2])[CH3:3]. The yield is 0.960. (6) The reactants are [O:1]=[C:2]1[CH2:7][CH2:6][N:5]([C:8]2[C:13]([F:14])=[CH:12][C:11]([N:15]3[CH2:19][C@H:18]([CH2:20][NH:21][C:22](=[O:24])[CH3:23])[O:17][C:16]3=[O:25])=[CH:10][C:9]=2[F:26])[CH2:4][CH2:3]1.[CH2:27](O)[CH2:28][OH:29].C1(C)C=CC(S(O)(=O)=O)=CC=1. The catalyst is C1(C)C=CC=CC=1. The product is [O:29]1[C:2]2([CH2:3][CH2:4][N:5]([C:8]3[C:13]([F:14])=[CH:12][C:11]([N:15]4[CH2:19][C@H:18]([CH2:20][NH:21][C:22](=[O:24])[CH3:23])[O:17][C:16]4=[O:25])=[CH:10][C:9]=3[F:26])[CH2:6][CH2:7]2)[O:1][CH2:27][CH2:28]1. The yield is 0.770.